From a dataset of Full USPTO retrosynthesis dataset with 1.9M reactions from patents (1976-2016). Predict the reactants needed to synthesize the given product. (1) Given the product [CH3:12][O:11][C:7]1[CH:6]=[C:5]([S:13][CH2:15][C:16]2[CH:21]=[CH:20][C:19]([O:22][CH3:23])=[CH:18][CH:17]=2)[CH:4]=[C:3]([O:2][CH3:1])[C:8]=1[O:9][CH3:10], predict the reactants needed to synthesize it. The reactants are: [CH3:1][O:2][C:3]1[CH:4]=[C:5]([SH:13])[CH:6]=[C:7]([O:11][CH3:12])[C:8]=1[O:9][CH3:10].Cl[CH2:15][C:16]1[CH:21]=[CH:20][C:19]([O:22][CH3:23])=[CH:18][CH:17]=1.[OH-].[K+].[NH4+].[Cl-]. (2) Given the product [CH:1]([S:4]([CH2:7][CH2:8][NH2:9])(=[O:6])=[O:5])([CH3:3])[CH3:2], predict the reactants needed to synthesize it. The reactants are: [CH:1]([S:4]([CH2:7][C:8]#[N:9])(=[O:6])=[O:5])([CH3:3])[CH3:2].CSC.B.Cl. (3) Given the product [NH2:9][C:7]1[CH:6]=[N:5][N:4]([CH2:3][C:2]([CH3:12])([OH:13])[CH3:1])[CH:8]=1, predict the reactants needed to synthesize it. The reactants are: [CH3:1][C:2]([OH:13])([CH3:12])[CH2:3][N:4]1[CH:8]=[C:7]([N+:9]([O-])=O)[CH:6]=[N:5]1. (4) Given the product [Br:1][C:2]1[CH:7]=[CH:6][C:5]([N:8]([CH2:30][C:11]2[CH:12]=[CH:13][CH:14]=[C:15]([O:26][CH3:25])[CH:16]=2)[CH3:9])=[CH:4][CH:3]=1, predict the reactants needed to synthesize it. The reactants are: [Br:1][C:2]1[CH:7]=[CH:6][C:5]([NH:8][CH3:9])=[CH:4][CH:3]=1.Br[C:11]1[CH:16]=[CH:15][C:14](NC=O)=[CH:13][CH:12]=1.B(F)(F)F.C[CH2:25][O:26]CC.B.[CH2:30]1COCC1.Cl.[OH-].[Na+]. (5) Given the product [CH2:3]([O:10][C:28]1[CH:27]=[C:26]2[C:31]([C:22]([NH:21][C:13]3[CH:14]=[C:15]([O:19][CH3:20])[C:16]([Cl:18])=[CH:17][C:12]=3[Cl:11])=[C:23]([C:35]#[N:36])[CH:24]=[N:25]2)=[CH:30][C:29]=1[O:32][CH3:33])[C:4]1[CH:9]=[CH:8][CH:7]=[CH:6][CH:5]=1, predict the reactants needed to synthesize it. The reactants are: [H-].[Na+].[CH2:3]([OH:10])[C:4]1[CH:9]=[CH:8][CH:7]=[CH:6][CH:5]=1.[Cl:11][C:12]1[CH:17]=[C:16]([Cl:18])[C:15]([O:19][CH3:20])=[CH:14][C:13]=1[NH:21][C:22]1[C:31]2[C:26](=[CH:27][C:28](F)=[C:29]([O:32][CH3:33])[CH:30]=2)[N:25]=[CH:24][C:23]=1[C:35]#[N:36].C(=O)(O)[O-].[Na+]. (6) Given the product [CH2:1]([O:3][C:4]1[N:9]=[C:8]([N:10]2[C:14]([NH2:15])=[CH:13][C:12]([CH3:16])=[N:11]2)[CH:7]=[CH:6][CH:5]=1)[CH3:2].[Cl:28][C:29]1[C:34]2[C:33](=[CH:32][CH:31]=[CH:17][CH:18]=2)[N:15]=[C:14]2[N:10]([C:8]3[CH:7]=[CH:6][CH:5]=[C:4]([O:3][CH2:1][CH3:2])[N:9]=3)[N:11]=[C:12]([CH3:16])[C:13]=12, predict the reactants needed to synthesize it. The reactants are: [CH2:1]([O:3][C:4]1[N:9]=[C:8]([N:10]2[C:14]([NH2:15])=[CH:13][C:12]([CH3:16])=[N:11]2)[CH:7]=[CH:6][CH:5]=1)[CH3:2].[CH2:17](OC1N=C(NN)C=CC=1)[CH3:18].[Cl:28][C:29]1[CH:34]=[CH:33][CH:32]=[C:31](OCC)N=1.IC1C=CC=CC=1C(O)=O. (7) Given the product [Cl:1][C:2]1[CH:3]=[C:4]([CH:8]=[C:9]([F:11])[CH:10]=1)[C:5]([NH:13][CH2:14][C:15]1[CH:26]=[CH:25][C:24]([C:27]#[N:28])=[CH:23][C:16]=1[O:17][CH2:18][C:19](=[O:20])[NH:21][CH3:22])=[O:7], predict the reactants needed to synthesize it. The reactants are: [Cl:1][C:2]1[CH:3]=[C:4]([CH:8]=[C:9]([F:11])[CH:10]=1)[C:5]([OH:7])=O.Cl.[NH2:13][CH2:14][C:15]1[CH:26]=[CH:25][C:24]([C:27]#[N:28])=[CH:23][C:16]=1[O:17][CH2:18][C:19]([NH:21][CH3:22])=[O:20].